This data is from Forward reaction prediction with 1.9M reactions from USPTO patents (1976-2016). The task is: Predict the product of the given reaction. (1) Given the reactants [C:1]1([CH3:36])[CH:6]=[CH:5][C:4]([C:7]2[N:8]=[C:9]3[CH2:23][CH2:22][CH2:21][N:20]([CH2:24][CH2:25][CH2:26][CH2:27][CH2:28]/[CH:29]=[CH:30]/[C:31]([O:33][CH2:34][CH3:35])=[O:32])[C:10]3=[N:11][C:12]=2[C:13]2[CH:18]=[CH:17][C:16]([CH3:19])=[CH:15][CH:14]=2)=[CH:3][CH:2]=1, predict the reaction product. The product is: [C:1]1([CH3:36])[CH:2]=[CH:3][C:4]([C:7]2[N:8]=[C:9]3[CH2:23][CH2:22][CH2:21][N:20]([CH2:24][CH2:25][CH2:26][CH2:27][CH2:28][CH2:29][CH2:30][C:31]([O:33][CH2:34][CH3:35])=[O:32])[C:10]3=[N:11][C:12]=2[C:13]2[CH:18]=[CH:17][C:16]([CH3:19])=[CH:15][CH:14]=2)=[CH:5][CH:6]=1. (2) Given the reactants [NH2:1][N:2]1[C:7](=[O:8])[C:6]([CH:9]2[CH2:11][CH2:10]2)=[C:5]2[C:12]([O:18][CH3:19])=[C:13](Cl)[C:14]([F:16])=[CH:15][N:4]2[C:3]1=[O:20].[CH3:21][NH:22][C@H:23]([C@@H:25]1[CH2:29][CH2:28][NH:27][CH2:26]1)[CH3:24], predict the reaction product. The product is: [NH2:1][N:2]1[C:7](=[O:8])[C:6]([CH:9]2[CH2:11][CH2:10]2)=[C:5]2[C:12]([O:18][CH3:19])=[C:13]([N:27]3[CH2:28][CH2:29][C@@H:25]([C@@H:23]([NH:22][CH3:21])[CH3:24])[CH2:26]3)[C:14]([F:16])=[CH:15][N:4]2[C:3]1=[O:20]. (3) Given the reactants [OH:1][C@@:2]1([CH2:22][O:23][CH3:24])[CH2:7][CH2:6][CH2:5][CH2:4][C@H:3]1[N:8]1[C:12]([C:13]2[CH:18]=[CH:17][CH:16]=[CH:15][CH:14]=2)=[C:11]([C:19](O)=[O:20])[N:10]=[CH:9]1.[CH2:25]([N:32]1[CH2:37][CH2:36][NH:35][C@H:34]([CH2:38]/[CH:39]=[CH:40]/[C:41]2[CH:46]=[CH:45][CH:44]=[CH:43][CH:42]=2)[CH2:33]1)[C:26]1[CH:31]=[CH:30][CH:29]=[CH:28][CH:27]=1.CCN=C=NCCCN(C)C.Cl.C1C=CC2N(O)N=NC=2C=1.C(=O)([O-])O.[Na+], predict the reaction product. The product is: [CH2:25]([N:32]1[CH2:37][CH2:36][N:35]([C:19]([C:11]2[N:10]=[CH:9][N:8]([C@@H:3]3[CH2:4][CH2:5][CH2:6][CH2:7][C@:2]3([CH2:22][O:23][CH3:24])[OH:1])[C:12]=2[C:13]2[CH:14]=[CH:15][CH:16]=[CH:17][CH:18]=2)=[O:20])[C@H:34]([CH2:38]/[CH:39]=[CH:40]/[C:41]2[CH:46]=[CH:45][CH:44]=[CH:43][CH:42]=2)[CH2:33]1)[C:26]1[CH:27]=[CH:28][CH:29]=[CH:30][CH:31]=1. (4) Given the reactants [Si]([C:5]#[N:6])(C)(C)C.[CH3:7][O:8][C:9]1[CH:10]=[C:11]2[C:16](=[CH:17][CH:18]=1)[C:15](=[O:19])[CH2:14][CH2:13][CH2:12]2.[H-].[Al+3].[Li+].[H-].[H-].[H-].[OH-].[Na+], predict the reaction product. The product is: [NH2:6][CH2:5][C:15]1([OH:19])[C:16]2[C:11](=[CH:10][C:9]([O:8][CH3:7])=[CH:18][CH:17]=2)[CH2:12][CH2:13][CH2:14]1. (5) Given the reactants [C:1]([OH:9])(=O)[C:2]1[CH:7]=[CH:6][N:5]=[CH:4][CH:3]=1.CN(C=O)C.C(Cl)(=O)C(Cl)=O.[CH3:21][C@H:22]1[CH2:31][C@@H:30]([NH:32][C:33]2[CH:38]=[CH:37][CH:36]=[CH:35][CH:34]=2)[C:29]2[C:24](=[CH:25][CH:26]=[CH:27][CH:28]=2)[NH:23]1, predict the reaction product. The product is: [C:1]([N:23]1[C:24]2[C:29](=[CH:28][CH:27]=[CH:26][CH:25]=2)[C@H:30]([NH:32][C:33]2[CH:38]=[CH:37][CH:36]=[CH:35][CH:34]=2)[CH2:31][C@@H:22]1[CH3:21])(=[O:9])[C:2]1[CH:3]=[CH:4][N:5]=[CH:6][CH:7]=1. (6) Given the reactants COC1C=C(OC)C=CC=1C[NH:6][C@@H:7]1[CH2:12][CH2:11][C@H:10]([NH:13][S:14]([C:17]2[CH:22]=[CH:21][C:20]([C:23]3[CH:28]=[CH:27][C:26]([F:29])=[CH:25][C:24]=3[F:30])=[CH:19][CH:18]=2)(=[O:16])=[O:15])[CH2:9][CH2:8]1.O, predict the reaction product. The product is: [NH2:6][C@@H:7]1[CH2:12][CH2:11][C@H:10]([NH:13][S:14]([C:17]2[CH:18]=[CH:19][C:20]([C:23]3[CH:28]=[CH:27][C:26]([F:29])=[CH:25][C:24]=3[F:30])=[CH:21][CH:22]=2)(=[O:16])=[O:15])[CH2:9][CH2:8]1.